From a dataset of Forward reaction prediction with 1.9M reactions from USPTO patents (1976-2016). Predict the product of the given reaction. (1) The product is: [Cl:2][C:3]1[C:8]([Cl:9])=[CH:7][CH:6]=[CH:5][C:4]=1[N:10]1[CH2:11][CH2:12][N:13]([CH2:16][CH2:17][CH2:18][O:19][C:38]2[N:37]=[C:36]3[C:41]([CH:42]=[CH:43][C:34](=[O:33])[NH:35]3)=[CH:40][CH:39]=2)[CH2:14][CH2:15]1. Given the reactants Cl.[Cl:2][C:3]1[C:8]([Cl:9])=[CH:7][CH:6]=[CH:5][C:4]=1[N:10]1[CH2:15][CH2:14][N:13]([CH2:16][CH2:17][CH2:18][OH:19])[CH2:12][CH2:11]1.CC([O-])(C)C.[K+].C([O:33][C:34]1[CH:43]=[CH:42][C:41]2[C:36](=[N:37][C:38](Cl)=[CH:39][CH:40]=2)[N:35]=1)C1C=CC=CC=1, predict the reaction product. (2) The product is: [F:1][CH:2]([F:22])[S:3][C:4]1[CH:9]=[CH:8][C:7]([C:10]2([F:29])[CH2:13][N:12]([C:14]([O:16][C:17]([CH3:20])([CH3:19])[CH3:18])=[O:15])[CH2:11]2)=[CH:6][CH:5]=1. Given the reactants [F:1][CH:2]([F:22])[S:3][C:4]1[CH:9]=[CH:8][C:7]([C:10]2(O)[CH2:13][N:12]([C:14]([O:16][C:17]([CH3:20])([CH3:19])[CH3:18])=[O:15])[CH2:11]2)=[CH:6][CH:5]=1.CCN(S(F)(F)[F:29])CC, predict the reaction product. (3) Given the reactants [F:1][C:2]1[C:3](I)=[CH:4][C:5](=[O:21])[N:6]([CH2:8][CH2:9][C@@:10]([CH3:20])([S:16]([CH3:19])(=[O:18])=[O:17])[C:11]([O:13]CC)=[O:12])[CH:7]=1.[Cl:23][C:24]1[CH:29]=[CH:28][C:27](B(O)O)=[C:26]([F:33])[CH:25]=1.CC1CCCO1.[O-]P([O-])([O-])=O.[K+].[K+].[K+].[OH-].[Li+], predict the reaction product. The product is: [Cl:23][C:24]1[CH:29]=[CH:28][C:27]([C:3]2[C:2]([F:1])=[CH:7][N:6]([CH2:8][CH2:9][C@@:10]([CH3:20])([S:16]([CH3:19])(=[O:17])=[O:18])[C:11]([OH:13])=[O:12])[C:5](=[O:21])[CH:4]=2)=[C:26]([F:33])[CH:25]=1.